The task is: Predict which catalyst facilitates the given reaction.. This data is from Catalyst prediction with 721,799 reactions and 888 catalyst types from USPTO. (1) Reactant: CS[C:3]1[N:4]=[N:5][C:6]([C:24]([NH2:26])=[O:25])=[C:7]([NH:9][C:10]2[CH:15]=[CH:14][C:13]([C:16]([N:18]3[CH2:23][CH2:22][O:21][CH2:20][CH2:19]3)=[O:17])=[CH:12][CH:11]=2)[N:8]=1.C1C=C([Cl:33])C=C(C(OO)=O)C=1.CCN(C(C)C)C(C)C.[NH:47]1[CH2:52][CH2:51][CH2:50][C@@H:49]([O:53][C:54]2[C:63]3[C:58](=[CH:59][CH:60]=[CH:61][CH:62]=3)[CH:57]=[CH:56][N:55]=2)[CH2:48]1. Product: [C:54]1([O:53][C@@H:49]2[CH2:50][CH2:51][CH2:52][N:47]([C:3]3[N:4]=[N:5][C:6]([C:24]([NH2:26])=[O:25])=[C:7]([NH:9][C:10]4[CH:15]=[CH:14][C:13]([C:16]([N:18]5[CH2:23][CH2:22][O:21][CH2:20][CH2:19]5)=[O:17])=[CH:12][CH:11]=4)[N:8]=3)[CH2:48]2)[C:63]2[C:58](=[CH:59][CH:60]=[CH:61][CH:62]=2)[CH:57]=[CH:56][N:55]=1.[ClH:33]. The catalyst class is: 296. (2) Reactant: [CH:1]([C:4]1[O:8][C:7]([C:9]2[CH:19]=[CH:18][C:12]([C:13]([N:15]=[C:16]=[O:17])=O)=[CH:11][CH:10]=2)=[N:6][N:5]=1)([CH3:3])[CH3:2].[Cl:20][C:21]1[CH:26]=[CH:25][C:24]([CH2:27][NH:28][C:29](=[O:34])[C:30]([CH3:33])([CH3:32])[CH3:31])=[CH:23][C:22]=1[NH:35][NH:36]C(OC(C)(C)C)=O.FC(F)(F)C(O)=O. Product: [Cl:20][C:21]1[CH:26]=[CH:25][C:24]([CH2:27][NH:28][C:29](=[O:34])[C:30]([CH3:33])([CH3:32])[CH3:31])=[CH:23][C:22]=1[N:35]1[C:16](=[O:17])[NH:15][C:13]([C:12]2[CH:18]=[CH:19][C:9]([C:7]3[O:8][C:4]([CH:1]([CH3:3])[CH3:2])=[N:5][N:6]=3)=[CH:10][CH:11]=2)=[N:36]1. The catalyst class is: 2.